From a dataset of Peptide-MHC class II binding affinity with 134,281 pairs from IEDB. Regression. Given a peptide amino acid sequence and an MHC pseudo amino acid sequence, predict their binding affinity value. This is MHC class II binding data. (1) The peptide sequence is FNFSQDDLLTEDVMI. The MHC is DRB1_0401 with pseudo-sequence DRB1_0401. The binding affinity (normalized) is 0.290. (2) The peptide sequence is NSCAKNYNCKILPNT. The MHC is DRB3_0101 with pseudo-sequence DRB3_0101. The binding affinity (normalized) is 0.266. (3) The peptide sequence is AIVYYSMYGHIKKMA. The MHC is DRB1_1602 with pseudo-sequence DRB1_1602. The binding affinity (normalized) is 0.427. (4) The peptide sequence is RSLDKFGDWLEFSNF. The MHC is DRB1_0101 with pseudo-sequence DRB1_0101. The binding affinity (normalized) is 0.143. (5) The peptide sequence is KLIADSIDFNQVAQV. The MHC is DRB1_1302 with pseudo-sequence DRB1_1302. The binding affinity (normalized) is 0.811. (6) The peptide sequence is KCFGNTALAKCNLDH. The MHC is DRB1_0101 with pseudo-sequence DRB1_0101. The binding affinity (normalized) is 0.663.